Dataset: Full USPTO retrosynthesis dataset with 1.9M reactions from patents (1976-2016). Task: Predict the reactants needed to synthesize the given product. Given the product [CH3:1][C:2]1[N:7]=[C:6]2[S:8][C:9]3[CH2:14][CH2:13][CH2:12][CH2:11][C:10]=3[C:5]2=[C:4]([C:15]2[CH:20]=[CH:19][C:18]([CH3:21])=[CH:17][CH:16]=2)[C:3]=1[CH2:22][Br:44], predict the reactants needed to synthesize it. The reactants are: [CH3:1][C:2]1[N:7]=[C:6]2[S:8][C:9]3[CH2:14][CH2:13][CH2:12][CH2:11][C:10]=3[C:5]2=[C:4]([C:15]2[CH:20]=[CH:19][C:18]([CH3:21])=[CH:17][CH:16]=2)[C:3]=1[CH2:22]O.C1(P(C2C=CC=CC=2)C2C=CC=CC=2)C=CC=CC=1.C(Br)(Br)(Br)[Br:44].